From a dataset of Reaction yield outcomes from USPTO patents with 853,638 reactions. Predict the reaction yield, written as a fraction of the theoretical maximum amount of product (1.0 means a 100% yield; for example, 0.34 means a 34% yield). (1) The reactants are [CH2:1]([N:8]([CH2:19][C:20]1[CH:25]=[CH:24][CH:23]=[CH:22][CH:21]=1)[C:9]1([C:12]2[CH:17]=[CH:16][C:15](Br)=[CH:14][CH:13]=2)[CH2:11][CH2:10]1)[C:2]1[CH:7]=[CH:6][CH:5]=[CH:4][CH:3]=1.[CH3:26][Si:27]([C:30]#[CH:31])([CH3:29])[CH3:28]. The catalyst is C(N(CC)CC)C.[Cu]I.Cl[Pd](Cl)([P](C1C=CC=CC=1)(C1C=CC=CC=1)C1C=CC=CC=1)[P](C1C=CC=CC=1)(C1C=CC=CC=1)C1C=CC=CC=1. The product is [CH2:1]([N:8]([CH2:19][C:20]1[CH:25]=[CH:24][CH:23]=[CH:22][CH:21]=1)[C:9]1([C:12]2[CH:17]=[CH:16][C:15]([C:31]#[C:30][Si:27]([CH3:29])([CH3:28])[CH3:26])=[CH:14][CH:13]=2)[CH2:11][CH2:10]1)[C:2]1[CH:7]=[CH:6][CH:5]=[CH:4][CH:3]=1. The yield is 0.880. (2) The reactants are [BH4-].[Na+].[Si:3]([O:10][C:11]1[CH:16]=[C:15]([O:17][Si:18]([C:21]([CH3:24])([CH3:23])[CH3:22])([CH3:20])[CH3:19])[CH:14]=[CH:13][C:12]=1[CH:25]1[CH2:30][CH2:29][C:28](=[O:31])[CH2:27][CH2:26]1)([C:6]([CH3:9])([CH3:8])[CH3:7])([CH3:5])[CH3:4]. The catalyst is C(O)C. The product is [Si:3]([O:10][C:11]1[CH:16]=[C:15]([O:17][Si:18]([C:21]([CH3:22])([CH3:23])[CH3:24])([CH3:20])[CH3:19])[CH:14]=[CH:13][C:12]=1[C@@H:25]1[CH2:26][CH2:27][C@H:28]([OH:31])[CH2:29][CH2:30]1)([C:6]([CH3:7])([CH3:8])[CH3:9])([CH3:5])[CH3:4].[Si:3]([O:10][C:11]1[CH:16]=[C:15]([O:17][Si:18]([C:21]([CH3:22])([CH3:23])[CH3:24])([CH3:20])[CH3:19])[CH:14]=[CH:13][C:12]=1[C@H:25]1[CH2:26][CH2:27][C@H:28]([OH:31])[CH2:29][CH2:30]1)([C:6]([CH3:7])([CH3:8])[CH3:9])([CH3:5])[CH3:4]. The yield is 0.350. (3) The reactants are [NH2:1][C:2]1[C:3]([C:7](=[N:9][OH:10])N)=[N:4][O:5][N:6]=1.[ClH:11].[Cl-].[Na+].N([O-])=O.[Na+]. The catalyst is O.C(O)(=O)C. The product is [NH2:1][C:2]1[C:3]([C:7]([Cl:11])=[N:9][OH:10])=[N:4][O:5][N:6]=1. The yield is 0.534. (4) The reactants are [N+:1]([C:4]1[CH:9]=[CH:8][CH:7]=[CH:6][C:5]=1[S:10](Cl)(=[O:12])=[O:11])([O-:3])=[O:2].C(N(CC)CC)C.[CH:21]1([NH2:26])[CH2:25][CH2:24][CH2:23][CH2:22]1. The catalyst is ClCCl. The product is [CH:21]1([NH:26][S:10]([C:5]2[CH:6]=[CH:7][CH:8]=[CH:9][C:4]=2[N+:1]([O-:3])=[O:2])(=[O:12])=[O:11])[CH2:25][CH2:24][CH2:23][CH2:22]1. The yield is 0.852. (5) The reactants are [NH2:1][C@H:2]1[CH2:7][CH2:6][C@H:5]([C:8]([OH:10])=[O:9])[CH2:4][CH2:3]1.C(N(CC)CC)C.Cl[C:19]1[N:24]=[C:23]([N:25]2[CH2:30][CH2:29][N:28]([CH3:31])[CH2:27][CH2:26]2)[N:22]=[C:21]([NH:32][CH3:33])[N:20]=1. The catalyst is CC#N. The product is [CH3:33][NH:32][C:21]1[N:22]=[C:23]([N:25]2[CH2:30][CH2:29][N:28]([CH3:31])[CH2:27][CH2:26]2)[N:24]=[C:19]([NH:1][C@H:2]2[CH2:7][CH2:6][C@H:5]([C:8]([OH:10])=[O:9])[CH2:4][CH2:3]2)[N:20]=1. The yield is 0.100. (6) The reactants are [N:1]1([CH2:6][C:7]#[C:8][CH2:9][OH:10])[CH2:5][CH2:4][CH2:3][CH2:2]1.[H-].[Al+3].[Li+].[H-].[H-].[H-].[OH-].[Na+]. The catalyst is C1COCC1. The product is [N:1]1([CH2:6]/[CH:7]=[CH:8]/[CH2:9][OH:10])[CH2:5][CH2:4][CH2:3][CH2:2]1. The yield is 0.700. (7) The reactants are [CH2:1]([N:8]1[C:12]([NH2:13])=[CH:11][N:10]=[N:9]1)[C:2]1[CH:7]=[CH:6][CH:5]=[CH:4][CH:3]=1.[Cl:14][C:15]1[CH:16]=[CH:17][C:18](F)=[C:19]([CH:22]=1)[C:20]#[N:21].[Li+].C[Si]([N-][Si](C)(C)C)(C)C. The catalyst is C1COCC1. The product is [CH2:1]([N:8]1[C:12]([NH:13][C:18]2[CH:17]=[CH:16][C:15]([Cl:14])=[CH:22][C:19]=2[C:20]#[N:21])=[CH:11][N:10]=[N:9]1)[C:2]1[CH:7]=[CH:6][CH:5]=[CH:4][CH:3]=1. The yield is 0.600. (8) The yield is 0.980. The product is [C:46]([O:45][C:43]([N:37]1[C@H:38]([CH2:41][N:23]2[C:22]([C:20]([O:19][CH2:17][CH3:18])=[O:21])=[CH:26][C:25]([CH2:27][O:28][C:29]3[CH:34]=[CH:33][CH:32]=[CH:31][CH:30]=3)=[N:24]2)[CH2:39][O:40][C:36]1([CH3:35])[CH3:50])=[O:44])([CH3:49])([CH3:47])[CH3:48]. The reactants are N(C(OC(C)(C)C)=O)=NC(OC(C)(C)C)=O.[CH2:17]([O:19][C:20]([C:22]1[NH:23][N:24]=[C:25]([CH2:27][O:28][C:29]2[CH:34]=[CH:33][CH:32]=[CH:31][CH:30]=2)[CH:26]=1)=[O:21])[CH3:18].[CH3:35][C:36]1([CH3:50])[O:40][CH2:39][C@@H:38]([CH2:41]O)[N:37]1[C:43]([O:45][C:46]([CH3:49])([CH3:48])[CH3:47])=[O:44].C1(P(C2C=CC=CC=2)C2C=CC=CC=2)C=CC=CC=1. The catalyst is C1COCC1.